This data is from Catalyst prediction with 721,799 reactions and 888 catalyst types from USPTO. The task is: Predict which catalyst facilitates the given reaction. (1) Reactant: FC(F)(F)C(O)=O.[Cl:8][C:9]1[CH:14]=[CH:13][C:12]([C@:15]2([O:24][C@H:23]([CH2:25][OH:26])[C@@H:21]([OH:22])[C@H:19]([OH:20])[C@H:17]2[OH:18])[OH:16])=[CH:11][C:10]=1[CH2:27][C:28]1[CH:33]=[CH:32][C:31]([O:34][CH:35]2[CH2:40][CH2:39][N:38](C(OC(C)(C)C)=O)[CH2:37][CH2:36]2)=[CH:30][CH:29]=1.C(=O)([O-])[O-].[K+].[K+]. Product: [Cl:8][C:9]1[CH:14]=[CH:13][C:12]([C@:15]2([O:24][C@H:23]([CH2:25][OH:26])[C@@H:21]([OH:22])[C@H:19]([OH:20])[C@H:17]2[OH:18])[OH:16])=[CH:11][C:10]=1[CH2:27][C:28]1[CH:33]=[CH:32][C:31]([O:34][CH:35]2[CH2:40][CH2:39][NH:38][CH2:37][CH2:36]2)=[CH:30][CH:29]=1. The catalyst class is: 96. (2) Reactant: [OH:1][C:2]([CH3:38])([CH3:37])[CH2:3][C@@:4]1([C:31]2[CH:36]=[CH:35][CH:34]=[CH:33][CH:32]=2)[O:9][C:8](=[O:10])[N:7]([C@H:11]([C:13]2[CH:18]=[CH:17][C:16]([C:19]#[C:20][C:21]([CH3:30])([CH3:29])[C:22]([O:24]CCCC)=[O:23])=[CH:15][CH:14]=2)[CH3:12])[CH2:6][CH2:5]1.O[Li].O. Product: [OH:1][C:2]([CH3:37])([CH3:38])[CH2:3][C@@:4]1([C:31]2[CH:36]=[CH:35][CH:34]=[CH:33][CH:32]=2)[O:9][C:8](=[O:10])[N:7]([C@H:11]([C:13]2[CH:18]=[CH:17][C:16]([C:19]#[C:20][C:21]([CH3:30])([CH3:29])[C:22]([OH:24])=[O:23])=[CH:15][CH:14]=2)[CH3:12])[CH2:6][CH2:5]1. The catalyst class is: 278. (3) Product: [CH:26]([N:29]1[CH2:34][CH2:33][CH:32]([NH:35][C:22]([C:14]2[N:13]([CH2:12][C:9]3[CH:8]=[C:7]([C:5]4[S:6][C:2]([Cl:1])=[CH:3][CH:4]=4)[O:11][N:10]=3)[C:21]3[C:16](=[N:17][CH:18]=[CH:19][CH:20]=3)[CH:15]=2)=[O:23])[CH2:31][CH2:30]1)([CH3:28])[CH3:27]. The catalyst class is: 236. Reactant: [Cl:1][C:2]1[S:6][C:5]([C:7]2[O:11][N:10]=[C:9]([CH2:12][N:13]3[C:21]4[C:16](=[N:17][CH:18]=[CH:19][CH:20]=4)[CH:15]=[C:14]3[C:22](O)=[O:23])[CH:8]=2)=[CH:4][CH:3]=1.Cl.[CH:26]([N:29]1[CH2:34][CH2:33][CH:32]([NH2:35])[CH2:31][CH2:30]1)([CH3:28])[CH3:27].O=C1N(P(Cl)(N2CCOC2=O)=O)CCO1. (4) Reactant: [CH3:1][C@@H:2]1[CH2:7][N:6](C(OC(C)(C)C)=O)[C@H:5]([CH2:15][NH:16][C:17]2[CH:22]=[CH:21][C:20]([C:23]([F:26])([F:25])[F:24])=[CH:19][N:18]=2)[CH2:4][CH2:3]1.C(O)(C(F)(F)F)=O. Product: [CH3:1][C@@H:2]1[CH2:7][NH:6][C@H:5]([CH2:15][NH:16][C:17]2[CH:22]=[CH:21][C:20]([C:23]([F:26])([F:24])[F:25])=[CH:19][N:18]=2)[CH2:4][CH2:3]1. The catalyst class is: 2. (5) Reactant: [CH3:1][O:2][C:3]1[CH:4]=[C:5]([C:9]2[N:14]=[CH:13][C:12]([C:15]([OH:17])=O)=[CH:11][N:10]=2)[CH:6]=[CH:7][CH:8]=1.[NH2:18][N:19]1[CH2:24][C:23]([CH3:25])=[N:22][NH:21][C:20]1=[O:26].C[N+]1(C2N=C(OC)N=C(OC)N=2)CCOCC1.[Cl-].CN(C=O)C. Product: [CH3:25][C:23]1[CH2:24][N:19]([NH:18][C:15]([C:12]2[CH:13]=[N:14][C:9]([C:5]3[CH:6]=[CH:7][CH:8]=[C:3]([O:2][CH3:1])[CH:4]=3)=[N:10][CH:11]=2)=[O:17])[C:20](=[O:26])[NH:21][N:22]=1. The catalyst class is: 6.